The task is: Regression. Given a peptide amino acid sequence and an MHC pseudo amino acid sequence, predict their binding affinity value. This is MHC class I binding data.. This data is from Peptide-MHC class I binding affinity with 185,985 pairs from IEDB/IMGT. The peptide sequence is EHGIVIRAF. The MHC is HLA-A01:01 with pseudo-sequence HLA-A01:01. The binding affinity (normalized) is 0.0847.